From a dataset of hERG potassium channel inhibition data for cardiac toxicity prediction from Karim et al.. Regression/Classification. Given a drug SMILES string, predict its toxicity properties. Task type varies by dataset: regression for continuous values (e.g., LD50, hERG inhibition percentage) or binary classification for toxic/non-toxic outcomes (e.g., AMES mutagenicity, cardiotoxicity, hepatotoxicity). Dataset: herg_karim. The compound is CC1CN(C(=O)c2ccccc2)CCN1C(=O)C(=O)c1c[nH]c2cnccc12. The result is 0 (non-blocker).